From a dataset of Serine/threonine kinase 33 screen with 319,792 compounds. Binary Classification. Given a drug SMILES string, predict its activity (active/inactive) in a high-throughput screening assay against a specified biological target. (1) The drug is Clc1c(C2(NC(=O)N(C2=O)CC(=O)Nc2cc3[nH]c(=O)[nH]c3cc2)C)ccc(Cl)c1. The result is 0 (inactive). (2) The drug is o1nc(NC(=O)Cc2c(cccc2)C)cc1C. The result is 0 (inactive). (3) The molecule is Clc1cc(Cc2c(n3ncc(C(=O)N4CCN(CC4)c4ncccc4)c3nc2C)C)ccc1. The result is 0 (inactive). (4) The molecule is S(=O)(=O)(N1CCCCC1)c1cc(c(cc1)C)C(=O)N(CC(=O)Nc1cc(F)ccc1)C. The result is 0 (inactive). (5) The molecule is O=C(Nc1cc(OC)cc(OC)c1)C1CCCN(C1)c1ncccn1. The result is 0 (inactive). (6) The molecule is S(=O)(=O)(N(CC)c1cc(ccc1)C)c1c([nH]c(=O)[nH]c1=O)C. The result is 0 (inactive).